From a dataset of Reaction yield outcomes from USPTO patents with 853,638 reactions. Predict the reaction yield, written as a fraction of the theoretical maximum amount of product (1.0 means a 100% yield; for example, 0.34 means a 34% yield). (1) The reactants are [CH3:1][O:2][C:3]1[CH:4]=[C:5]2[C:10](=[CH:11][C:12]=1[O:13][CH3:14])[C:9]1([CH2:19][CH2:18][C:17]([C:25]([O:27][CH2:28][CH3:29])=[O:26])([C:20]([O:22][CH2:23][CH3:24])=[O:21])[CH2:16][CH:15]1[CH:30]1[C:39]3[C:34](=[CH:35][C:36]([O:42][CH3:43])=[C:37]([O:40][CH3:41])[CH:38]=3)[CH2:33][CH2:32][N:31]1[CH2:44][CH3:45])[NH:8][CH2:7][CH2:6]2.Cl[C:47]([O:49][CH2:50][C:51]1[CH:56]=[CH:55][CH:54]=[CH:53][CH:52]=1)=[O:48]. The catalyst is C(OCC)(=O)C. The product is [CH2:50]([O:49][C:47]([N:8]1[CH2:7][CH2:6][C:5]2[C:10](=[CH:11][C:12]([O:13][CH3:14])=[C:3]([O:2][CH3:1])[CH:4]=2)[C:9]21[CH2:19][CH2:18][C:17]([C:20]([O:22][CH2:23][CH3:24])=[O:21])([C:25]([O:27][CH2:28][CH3:29])=[O:26])[CH2:16][CH:15]2[CH:30]1[C:39]2[C:34](=[CH:35][C:36]([O:42][CH3:43])=[C:37]([O:40][CH3:41])[CH:38]=2)[CH2:33][CH2:32][N:31]1[CH2:44][CH3:45])=[O:48])[C:51]1[CH:56]=[CH:55][CH:54]=[CH:53][CH:52]=1. The yield is 0.757. (2) The reactants are [F:1][C:2]1[C:10]2[O:9][CH2:8][CH2:7][C:6]=2[CH:5]=[C:4]([NH:11]N=C2CCCNC2=O)[CH:3]=1.O.[CH:21]([OH:23])=O. No catalyst specified. The product is [F:1][C:2]1[C:10]2[O:9][CH2:8][CH2:7][C:6]=2[C:5]2[C:2]3[CH2:3][CH2:4][NH:11][C:21](=[O:23])[C:10]=3[NH:11][C:4]=2[CH:3]=1. The yield is 0.570. (3) The reactants are Cl[C:2]1[C:11]2[C:10](=[O:12])[N:9]([CH2:13][C@@H:14]3[CH2:18][O:17]C(C)(C)[O:15]3)[CH:8]=[N:7][C:6]=2[N:5]([CH3:21])[C:4](=[O:22])[C:3]=1[CH3:23].[F:24][C:25]1[CH:31]=[C:30]([I:32])[CH:29]=[CH:28][C:26]=1[NH2:27].CC1(C)C2C=CC=C(P(C3C=CC=CC=3)C3C=CC=CC=3)C=2OC2C1=CC=CC=2P(C1C=CC=CC=1)C1C=CC=CC=1.CC(C)([O-])C.[Na+]. The catalyst is O1CCOCC1.C1C=CC(/C=C/C(/C=C/C2C=CC=CC=2)=O)=CC=1.C1C=CC(/C=C/C(/C=C/C2C=CC=CC=2)=O)=CC=1.C1C=CC(/C=C/C(/C=C/C2C=CC=CC=2)=O)=CC=1.[Pd].[Pd]. The product is [OH:15][C@@H:14]([CH2:18][OH:17])[CH2:13][N:9]1[C:10](=[O:12])[C:11]2[C:2]([NH:27][C:26]3[CH:28]=[CH:29][C:30]([I:32])=[CH:31][C:25]=3[F:24])=[C:3]([CH3:23])[C:4](=[O:22])[N:5]([CH3:21])[C:6]=2[N:7]=[CH:8]1. The yield is 0.310. (4) The product is [Cl:19][C:3]1[C:4]([O:9][C:10]2[C:11]([Cl:18])=[CH:12][CH:13]=[C:14]([CH3:17])[C:15]=2[F:16])=[CH:5][C:6]([Cl:8])=[CH:7][C:2]=1[C:20]#[N:21]. The reactants are Br[C:2]1[C:3]([Cl:19])=[C:4]([O:9][C:10]2[C:15]([F:16])=[C:14]([CH3:17])[CH:13]=[CH:12][C:11]=2[Cl:18])[CH:5]=[C:6]([Cl:8])[CH:7]=1.[C:20]([Zn]C#N)#[N:21]. The catalyst is CCOC(C)=O.C1C=CC([P]([Pd]([P](C2C=CC=CC=2)(C2C=CC=CC=2)C2C=CC=CC=2)([P](C2C=CC=CC=2)(C2C=CC=CC=2)C2C=CC=CC=2)[P](C2C=CC=CC=2)(C2C=CC=CC=2)C2C=CC=CC=2)(C2C=CC=CC=2)C2C=CC=CC=2)=CC=1. The yield is 0.587. (5) The reactants are Cl[C:2]1[N:3]=[C:4]([CH3:13])[CH:5]=[C:6]2[CH2:11][CH2:10][O:9][C:8](=[O:12])[C:7]=12.C(N(CC)CC)C.[NH:21]1[CH2:26][CH2:25][CH2:24][CH2:23][CH2:22]1. The catalyst is C(#N)C. The product is [CH3:13][C:4]1[CH:5]=[C:6]2[CH2:11][CH2:10][O:9][C:8](=[O:12])[C:7]2=[C:2]([N:21]2[CH2:26][CH2:25][CH2:24][CH2:23][CH2:22]2)[N:3]=1. The yield is 0.950. (6) The reactants are [Br:1][C:2]1[CH:7]=[CH:6][C:5]([C:8](=[O:20])[CH2:9][C:10]([CH2:17][CH2:18][CH3:19])([C:14]([O-:16])=[O:15])C([O-])=O)=[CH:4][CH:3]=1.[CH3:21][C:22](C)=O.[OH-].[Na+]. The catalyst is C(O)C. The product is [Br:1][C:2]1[CH:3]=[CH:4][C:5]([C:8](=[O:20])[CH2:9][CH:10]([CH2:17][CH2:18][CH3:19])[C:14]([O:16][CH2:21][CH3:22])=[O:15])=[CH:6][CH:7]=1. The yield is 0.200.